Dataset: Catalyst prediction with 721,799 reactions and 888 catalyst types from USPTO. Task: Predict which catalyst facilitates the given reaction. (1) Reactant: [Cl:1][C:2]1[CH:7]=[CH:6][C:5]([N:8]=[C:9]=[O:10])=[CH:4][CH:3]=1.[CH3:11][O:12][C:13]1[CH:14]=[C:15]2[C:20](=[CH:21][C:22]=1[O:23][CH3:24])[N:19]=[CH:18][N:17]=[C:16]2[NH:25][C:26]1[S:27][C:28]2[CH:34]=[C:33]([NH2:35])[CH:32]=[CH:31][C:29]=2[N:30]=1.ClCCl. Product: [Cl:1][C:2]1[CH:7]=[CH:6][C:5]([NH:8][C:9]([NH:35][C:33]2[CH:32]=[CH:31][C:29]3[N:30]=[C:26]([NH:25][C:16]4[C:15]5[C:20](=[CH:21][C:22]([O:23][CH3:24])=[C:13]([O:12][CH3:11])[CH:14]=5)[N:19]=[CH:18][N:17]=4)[S:27][C:28]=3[CH:34]=2)=[O:10])=[CH:4][CH:3]=1. The catalyst class is: 5. (2) Reactant: [Br:1][C:2]1[C:3]([CH3:15])=[C:4]([C:7]([OH:14])=[C:8]([C:10]([CH3:13])([CH3:12])[CH3:11])[CH:9]=1)[CH:5]=[O:6].[H-].[Na+].I[CH:19]([CH3:21])[CH3:20].O. Product: [Br:1][C:2]1[C:3]([CH3:15])=[C:4]([C:7]([O:14][CH:19]([CH3:21])[CH3:20])=[C:8]([C:10]([CH3:11])([CH3:12])[CH3:13])[CH:9]=1)[CH:5]=[O:6]. The catalyst class is: 9. (3) Reactant: [NH2:1][C:2]1[CH:3]=[C:4]([C:8]2[N:9]=[C:10]([NH:17][CH2:18][C:19]3[CH:24]=[CH:23][N:22]=[CH:21][CH:20]=3)[C:11]3[N:12]([CH:14]=[CH:15][N:16]=3)[CH:13]=2)[CH:5]=[CH:6][CH:7]=1.[F:25][C:26]([F:37])([F:36])[C:27]1[CH:28]=[C:29]([N:33]=[C:34]=[O:35])[CH:30]=[CH:31][CH:32]=1. Product: [N:22]1[CH:23]=[CH:24][C:19]([CH2:18][NH:17][C:10]2[C:11]3[N:12]([CH:14]=[CH:15][N:16]=3)[CH:13]=[C:8]([C:4]3[CH:3]=[C:2]([NH:1][C:34]([NH:33][C:29]4[CH:30]=[CH:31][CH:32]=[C:27]([C:26]([F:25])([F:36])[F:37])[CH:28]=4)=[O:35])[CH:7]=[CH:6][CH:5]=3)[N:9]=2)=[CH:20][CH:21]=1. The catalyst class is: 11.